Dataset: Full USPTO retrosynthesis dataset with 1.9M reactions from patents (1976-2016). Task: Predict the reactants needed to synthesize the given product. Given the product [C:1]([O:6][CH3:7])(=[O:5])[C:2]([CH3:4])=[CH2:3].[C:8]([OH:13])(=[O:12])[C:9]([CH3:11])=[CH2:10].[C:14]([O:19][CH2:20][CH2:21][O:22][C:23](=[O:27])[C:24]([CH3:26])=[CH2:25])(=[O:18])[C:15]([CH3:17])=[CH2:16], predict the reactants needed to synthesize it. The reactants are: [C:1]([O:6][CH3:7])(=[O:5])[C:2]([CH3:4])=[CH2:3].[C:8]([OH:13])(=[O:12])[C:9]([CH3:11])=[CH2:10].[C:14]([O:19][CH2:20][CH2:21][O:22][C:23](=[O:27])[C:24]([CH3:26])=[CH2:25])(=[O:18])[C:15]([CH3:17])=[CH2:16].S(OOS([O-])(=O)=O)([O-])(=O)=O.[NH4+].[NH4+].